Dataset: Full USPTO retrosynthesis dataset with 1.9M reactions from patents (1976-2016). Task: Predict the reactants needed to synthesize the given product. (1) Given the product [Br:16][C:4]1[C:5]2[O:10][CH2:9][N:8]([C:11]([CH3:14])([CH3:13])[CH3:12])[CH2:7][C:6]=2[CH:15]=[C:2]([C:21]2[CH:22]=[CH:23][C:18]([Cl:17])=[C:19]([C:27]([F:30])([F:29])[F:28])[CH:20]=2)[CH:3]=1, predict the reactants needed to synthesize it. The reactants are: Br[C:2]1[CH:3]=[C:4]([Br:16])[C:5]2[O:10][CH2:9][N:8]([C:11]([CH3:14])([CH3:13])[CH3:12])[CH2:7][C:6]=2[CH:15]=1.[Cl:17][C:18]1[CH:23]=[CH:22][C:21](B(O)O)=[CH:20][C:19]=1[C:27]([F:30])([F:29])[F:28].C(=O)([O-])[O-].[K+].[K+]. (2) Given the product [F:22][CH2:21][C:20]1([CH2:34][F:35])[CH:19]=[C:18]([C:17]([NH:16][CH2:15][CH2:14][C:12]#[N:13])=[O:36])[C:29]2[CH:28]=[C:27]([C:30]([F:33])([F:32])[F:31])[CH:26]=[CH:25][C:24]=2[O:23]1, predict the reactants needed to synthesize it. The reactants are: CCCCCCCCCCC.[C:12]([CH2:14][CH2:15][NH:16][C:17](=[O:36])[C:18]#[C:19][C:20]([CH2:34][F:35])([O:23][C:24]1[CH:29]=[CH:28][C:27]([C:30]([F:33])([F:32])[F:31])=[CH:26][CH:25]=1)[CH2:21][F:22])#[N:13]. (3) Given the product [S:1]1[C:5]2[CH:6]=[CH:7][CH:8]=[CH:9][C:4]=2[N:3]=[C:2]1[C:10]1[C:11](=[O:30])[O:12][C:13]2[C:18]([CH:19]=1)=[CH:17][CH:16]=[C:15]([N:20]1[CH2:25][CH2:24][N:23]([CH2:26][CH2:27][CH2:28][O:29][S:40]([C:43]3[CH:49]=[CH:48][C:46]([CH3:47])=[CH:45][CH:44]=3)(=[O:42])=[O:41])[CH2:22][CH2:21]1)[CH:14]=2, predict the reactants needed to synthesize it. The reactants are: [S:1]1[C:5]2[CH:6]=[CH:7][CH:8]=[CH:9][C:4]=2[N:3]=[C:2]1[C:10]1[C:11](=[O:30])[O:12][C:13]2[C:18]([CH:19]=1)=[CH:17][CH:16]=[C:15]([N:20]1[CH2:25][CH2:24][N:23]([CH2:26][CH2:27][CH2:28][OH:29])[CH2:22][CH2:21]1)[CH:14]=2.CCN(C(C)C)C(C)C.[S:40](Cl)([C:43]1[CH:49]=[CH:48][C:46]([CH3:47])=[CH:45][CH:44]=1)(=[O:42])=[O:41].C(=O)(O)[O-].[Na+]. (4) Given the product [CH3:1][O:2][C:3](=[O:31])[C:4]1[CH:9]=[C:8]([CH2:10][C@@H:11]([C:20]([O:22][CH2:23][C:24]2[CH:29]=[CH:28][CH:27]=[CH:26][CH:25]=2)=[O:21])[NH:12][C:13]([O:15][C:16]([CH3:19])([CH3:18])[CH3:17])=[O:14])[CH:7]=[CH:6][C:5]=1[O:30][CH2:39][C:38]([O:41][CH3:42])=[O:40], predict the reactants needed to synthesize it. The reactants are: [CH3:1][O:2][C:3](=[O:31])[C:4]1[CH:9]=[C:8]([CH2:10][C@@H:11]([C:20]([O:22][CH2:23][C:24]2[CH:29]=[CH:28][CH:27]=[CH:26][CH:25]=2)=[O:21])[NH:12][C:13]([O:15][C:16]([CH3:19])([CH3:18])[CH3:17])=[O:14])[CH:7]=[CH:6][C:5]=1[OH:30].C([O-])([O-])=O.[K+].[K+].[C:38]([O:41][CH2:42]Br)(=[O:40])[CH3:39]. (5) Given the product [CH3:11][C:3]1[C:2]([B:16]2[O:20][C:19]([CH3:22])([CH3:21])[C:18]([CH3:24])([CH3:23])[O:17]2)=[C:6]2[CH:7]=[CH:8][CH:9]=[CH:10][N:5]2[N:4]=1, predict the reactants needed to synthesize it. The reactants are: I[C:2]1[C:3]([CH3:11])=[N:4][N:5]2[CH:10]=[CH:9][CH:8]=[CH:7][C:6]=12.C(O[B:16]1[O:20][C:19]([CH3:22])([CH3:21])[C:18]([CH3:24])([CH3:23])[O:17]1)(C)C. (6) Given the product [Br:31][C:3]1[N:4]2[N:5]=[C:6]([N:10]3[CH2:11][CH2:12][N:13]([C:16](=[O:30])[C@@H:17]([NH:22][C:23](=[O:29])[O:24][C:25]([CH3:28])([CH3:27])[CH3:26])[CH2:18][CH:19]([CH3:21])[CH3:20])[CH2:14][CH2:15]3)[CH:7]=[CH:8][C:9]2=[N:1][CH:2]=1, predict the reactants needed to synthesize it. The reactants are: [N:1]1[CH:2]=[CH:3][N:4]2[C:9]=1[CH:8]=[CH:7][C:6]([N:10]1[CH2:15][CH2:14][N:13]([C:16](=[O:30])[C@@H:17]([NH:22][C:23](=[O:29])[O:24][C:25]([CH3:28])([CH3:27])[CH3:26])[CH2:18][CH:19]([CH3:21])[CH3:20])[CH2:12][CH2:11]1)=[N:5]2.[Br:31]Br. (7) Given the product [C:15]([NH:9][C:7](=[O:8])[C:6]1[CH:10]=[CH:11][C:3]([C:1]#[CH:2])=[C:4]([N+:12]([O-:14])=[O:13])[CH:5]=1)(=[O:17])[CH3:16], predict the reactants needed to synthesize it. The reactants are: [C:1]([C:3]1[CH:11]=[CH:10][C:6]([C:7]([NH2:9])=[O:8])=[CH:5][C:4]=1[N+:12]([O-:14])=[O:13])#[CH:2].[C:15](OC(=O)C)(=[O:17])[CH3:16]. (8) Given the product [F:13][C:7]1[C:6]([I:14])=[C:5]2[C:10]([CH2:11][N:28]([CH2:27][CH2:26][C:17]3[CH:18]=[CH:19][C:20]4[C:25](=[CH:24][CH:23]=[CH:22][CH:21]=4)[N:16]=3)[C:4]2=[O:15])=[CH:9][CH:8]=1, predict the reactants needed to synthesize it. The reactants are: C(O[C:4](=[O:15])[C:5]1[C:10]([CH2:11]Br)=[CH:9][CH:8]=[C:7]([F:13])[C:6]=1[I:14])C.[N:16]1[C:25]2[C:20](=[CH:21][CH:22]=[CH:23][CH:24]=2)[CH:19]=[CH:18][C:17]=1[CH2:26][CH2:27][NH2:28].C([O-])([O-])=O.[K+].[K+].